Dataset: NCI-60 drug combinations with 297,098 pairs across 59 cell lines. Task: Regression. Given two drug SMILES strings and cell line genomic features, predict the synergy score measuring deviation from expected non-interaction effect. (1) Drug 1: CS(=O)(=O)C1=CC(=C(C=C1)C(=O)NC2=CC(=C(C=C2)Cl)C3=CC=CC=N3)Cl. Synergy scores: CSS=40.6, Synergy_ZIP=-1.85, Synergy_Bliss=-3.28, Synergy_Loewe=-0.105, Synergy_HSA=0.0140. Cell line: HCT116. Drug 2: CC1C(C(CC(O1)OC2CC(CC3=C2C(=C4C(=C3O)C(=O)C5=C(C4=O)C(=CC=C5)OC)O)(C(=O)CO)O)N)O.Cl. (2) Drug 1: C1=CC(=CC=C1CCC2=CNC3=C2C(=O)NC(=N3)N)C(=O)NC(CCC(=O)O)C(=O)O. Drug 2: CC1OCC2C(O1)C(C(C(O2)OC3C4COC(=O)C4C(C5=CC6=C(C=C35)OCO6)C7=CC(=C(C(=C7)OC)O)OC)O)O. Cell line: DU-145. Synergy scores: CSS=46.7, Synergy_ZIP=-0.0643, Synergy_Bliss=1.90, Synergy_Loewe=4.04, Synergy_HSA=5.68. (3) Drug 1: C1CC(C1)(C(=O)O)C(=O)O.[NH2-].[NH2-].[Pt+2]. Drug 2: CC1C(C(CC(O1)OC2CC(CC3=C2C(=C4C(=C3O)C(=O)C5=CC=CC=C5C4=O)O)(C(=O)C)O)N)O. Cell line: LOX IMVI. Synergy scores: CSS=47.3, Synergy_ZIP=-4.41, Synergy_Bliss=-2.85, Synergy_Loewe=-0.603, Synergy_HSA=1.06. (4) Drug 1: CCC1=CC2CC(C3=C(CN(C2)C1)C4=CC=CC=C4N3)(C5=C(C=C6C(=C5)C78CCN9C7C(C=CC9)(C(C(C8N6C)(C(=O)OC)O)OC(=O)C)CC)OC)C(=O)OC.C(C(C(=O)O)O)(C(=O)O)O. Cell line: HOP-92. Synergy scores: CSS=34.0, Synergy_ZIP=-4.95, Synergy_Bliss=4.16, Synergy_Loewe=-29.5, Synergy_HSA=4.94. Drug 2: N.N.Cl[Pt+2]Cl. (5) Drug 1: CC1=CC=C(C=C1)C2=CC(=NN2C3=CC=C(C=C3)S(=O)(=O)N)C(F)(F)F. Drug 2: CCC1(CC2CC(C3=C(CCN(C2)C1)C4=CC=CC=C4N3)(C5=C(C=C6C(=C5)C78CCN9C7C(C=CC9)(C(C(C8N6C=O)(C(=O)OC)O)OC(=O)C)CC)OC)C(=O)OC)O.OS(=O)(=O)O. Cell line: MDA-MB-231. Synergy scores: CSS=12.0, Synergy_ZIP=-3.35, Synergy_Bliss=10.1, Synergy_Loewe=-0.650, Synergy_HSA=7.36. (6) Drug 1: CC1C(C(CC(O1)OC2CC(CC3=C2C(=C4C(=C3O)C(=O)C5=C(C4=O)C(=CC=C5)OC)O)(C(=O)C)O)N)O.Cl. Drug 2: CN(CC1=CN=C2C(=N1)C(=NC(=N2)N)N)C3=CC=C(C=C3)C(=O)NC(CCC(=O)O)C(=O)O. Cell line: 786-0. Synergy scores: CSS=36.4, Synergy_ZIP=0.988, Synergy_Bliss=1.60, Synergy_Loewe=1.04, Synergy_HSA=3.82. (7) Drug 2: CN(C(=O)NC(C=O)C(C(C(CO)O)O)O)N=O. Drug 1: C1=CC(=CC=C1CCCC(=O)O)N(CCCl)CCCl. Cell line: ACHN. Synergy scores: CSS=35.5, Synergy_ZIP=-2.96, Synergy_Bliss=-4.05, Synergy_Loewe=-25.1, Synergy_HSA=-3.97. (8) Drug 1: CCC1=CC2CC(C3=C(CN(C2)C1)C4=CC=CC=C4N3)(C5=C(C=C6C(=C5)C78CCN9C7C(C=CC9)(C(C(C8N6C)(C(=O)OC)O)OC(=O)C)CC)OC)C(=O)OC.C(C(C(=O)O)O)(C(=O)O)O. Drug 2: CC1=C2C(C(=O)C3(C(CC4C(C3C(C(C2(C)C)(CC1OC(=O)C(C(C5=CC=CC=C5)NC(=O)OC(C)(C)C)O)O)OC(=O)C6=CC=CC=C6)(CO4)OC(=O)C)O)C)O. Cell line: SR. Synergy scores: CSS=75.9, Synergy_ZIP=-0.823, Synergy_Bliss=-0.844, Synergy_Loewe=-1.51, Synergy_HSA=1.57. (9) Drug 1: CC1C(C(=O)NC(C(=O)N2CCCC2C(=O)N(CC(=O)N(C(C(=O)O1)C(C)C)C)C)C(C)C)NC(=O)C3=C4C(=C(C=C3)C)OC5=C(C(=O)C(=C(C5=N4)C(=O)NC6C(OC(=O)C(N(C(=O)CN(C(=O)C7CCCN7C(=O)C(NC6=O)C(C)C)C)C)C(C)C)C)N)C. Drug 2: C(CC(=O)O)C(=O)CN.Cl. Cell line: HT29. Synergy scores: CSS=41.1, Synergy_ZIP=8.49, Synergy_Bliss=12.6, Synergy_Loewe=-24.5, Synergy_HSA=3.39.